This data is from Full USPTO retrosynthesis dataset with 1.9M reactions from patents (1976-2016). The task is: Predict the reactants needed to synthesize the given product. (1) Given the product [CH2:17]([NH:21][C:2]1[C:11]2[C:6](=[CH:7][C:8]([F:14])=[C:9]([O:12][CH3:13])[CH:10]=2)[N:5]=[CH:4][C:3]=1[C:15]#[N:16])[CH2:18][CH2:19][CH3:20], predict the reactants needed to synthesize it. The reactants are: Cl[C:2]1[C:11]2[C:6](=[CH:7][C:8]([F:14])=[C:9]([O:12][CH3:13])[CH:10]=2)[N:5]=[CH:4][C:3]=1[C:15]#[N:16].[CH2:17]([NH2:21])[CH2:18][CH2:19][CH3:20]. (2) Given the product [CH2:1]([C@H:8]1[CH2:9][N:10]([C:14]2[CH:19]=[CH:18][C:17]([O:20][CH3:21])=[C:16]([O:22][CH:23]3[CH2:27][CH2:26][CH2:25][CH2:24]3)[CH:15]=2)[CH2:11][CH2:12][N:13]1[C:42](=[O:43])[CH2:41][CH2:37][C:38]([O:39][CH2:33][CH3:34])=[O:48])[C:2]1[CH:3]=[CH:4][CH:5]=[CH:6][CH:7]=1, predict the reactants needed to synthesize it. The reactants are: [CH2:1]([C@@H:8]1[NH:13][CH2:12][CH2:11][N:10]([C:14]2[CH:19]=[CH:18][C:17]([O:20][CH3:21])=[C:16]([O:22][CH:23]3[CH2:27][CH2:26][CH2:25][CH2:24]3)[CH:15]=2)[CH2:9]1)[C:2]1[CH:7]=[CH:6][CH:5]=[CH:4][CH:3]=1.C(N([CH2:33][CH3:34])CC)C.C([CH:37]([CH2:41][C:42](Cl)=[O:43])[C:38](Cl)=[O:39])C.C1C[O:48]CC1. (3) Given the product [CH:2](=[C:44]1[CH2:45][CH2:46][N:41]([C:39]([O:38][C:34]([CH3:37])([CH3:36])[CH3:35])=[O:40])[CH:42]([CH3:48])[CH2:43]1)[C:3]1[CH:4]=[CH:5][CH:6]=[CH:7][CH:8]=1, predict the reactants needed to synthesize it. The reactants are: [Br-].[CH2:2]([P+](C1C=CC=CC=1)(C1C=CC=CC=1)C1C=CC=CC=1)[C:3]1[CH:8]=[CH:7][CH:6]=[CH:5][CH:4]=1.CC(C)([O-])C.[K+].[C:34]([O:38][C:39]([N:41]1[CH2:46][CH2:45][C:44](=O)[CH2:43][CH:42]1[CH3:48])=[O:40])([CH3:37])([CH3:36])[CH3:35].